Dataset: Retrosynthesis with 50K atom-mapped reactions and 10 reaction types from USPTO. Task: Predict the reactants needed to synthesize the given product. (1) Given the product O=C(O)C(F)(F)F, predict the reactants needed to synthesize it. The reactants are: CS(=O)(=O)Cl.Fc1ccc(OC2CCN(c3nc4c(nc3NCC(F)F)CCNC4)CC2)c(F)c1. (2) Given the product O=C(CCl)N1CCSCC1, predict the reactants needed to synthesize it. The reactants are: C1CSCCN1.O=C(Cl)CCl.